This data is from Forward reaction prediction with 1.9M reactions from USPTO patents (1976-2016). The task is: Predict the product of the given reaction. (1) The product is: [C:8]1([C:24]2[CH:29]=[CH:28][CH:27]=[CH:26][CH:25]=2)[CH:13]=[CH:12][CH:11]=[CH:10][C:9]=1[C:14]([N:16]1[CH:23]2[CH:18]([CH2:19][CH2:20][N:21]([C:31]3[CH:40]=[N:39][C:38]4[C:33](=[CH:34][CH:35]=[CH:36][CH:37]=4)[N:32]=3)[CH2:22]2)[CH2:17]1)=[O:15]. Given the reactants FC(F)(F)C(O)=O.[C:8]1([C:24]2[CH:29]=[CH:28][CH:27]=[CH:26][CH:25]=2)[CH:13]=[CH:12][CH:11]=[CH:10][C:9]=1[C:14]([N:16]1[CH:23]2[CH:18]([CH2:19][CH2:20][NH:21][CH2:22]2)[CH2:17]1)=[O:15].Cl[C:31]1[CH:40]=[N:39][C:38]2[C:33](=[CH:34][CH:35]=[CH:36][CH:37]=2)[N:32]=1.C([O-])([O-])=O.[K+].[K+], predict the reaction product. (2) Given the reactants Br[C:2]1[CH:3]=[CH:4][C:5]([N:8]2[CH2:12][CH2:11][CH:10]([OH:13])[CH2:9]2)=[N:6][CH:7]=1.[CH:14]1([C:17]([N:19]2[CH2:24][CH2:23][C:22]([CH2:26][N:27]3[C:32](=[O:33])[C:31]4[CH:34]=[N:35][N:36]([C:37]5[CH:42]=[CH:41][C:40](B6OC(C)(C)C(C)(C)O6)=[CH:39][CH:38]=5)[C:30]=4[N:29]=[CH:28]3)([OH:25])[CH2:21][CH2:20]2)=[O:18])[CH2:16][CH2:15]1.CN(C=O)C.C(=O)([O-])[O-].[Na+].[Na+], predict the reaction product. The product is: [CH:14]1([C:17]([N:19]2[CH2:20][CH2:21][C:22]([CH2:26][N:27]3[C:32](=[O:33])[C:31]4[CH:34]=[N:35][N:36]([C:37]5[CH:42]=[CH:41][C:40]([C:2]6[CH:7]=[N:6][C:5]([N:8]7[CH2:12][CH2:11][CH:10]([OH:13])[CH2:9]7)=[CH:4][CH:3]=6)=[CH:39][CH:38]=5)[C:30]=4[N:29]=[CH:28]3)([OH:25])[CH2:23][CH2:24]2)=[O:18])[CH2:16][CH2:15]1. (3) Given the reactants [CH:1]([C:4]1[C:12]2[C:7](=[N:8][CH:9]=[CH:10][C:11]=2[C:13]2[CH:14]=[N:15][C:16]3[C:21]([CH:22]=2)=[CH:20][CH:19]=[CH:18][CH:17]=3)[N:6]([C:23]2[CH:30]=[CH:29][C:26]([C:27]#[N:28])=[C:25]([NH:31][CH2:32][CH2:33][N:34]3[CH2:39][CH2:38][O:37][CH2:36][CH2:35]3)[CH:24]=2)[N:5]=1)([CH3:3])[CH3:2].BrC1C=C(N2C3=NC=CC(C4C=NC5C(C=4)=CC=CC=5)=C3C(C(C)C)=N2)C=CC=1C#N.[O:71]1CCN(CCN)CC1, predict the reaction product. The product is: [CH:1]([C:4]1[C:12]2[C:7](=[N:8][CH:9]=[CH:10][C:11]=2[C:13]2[CH:14]=[N:15][C:16]3[C:21]([CH:22]=2)=[CH:20][CH:19]=[CH:18][CH:17]=3)[N:6]([C:23]2[CH:30]=[CH:29][C:26]([C:27]([NH2:28])=[O:71])=[C:25]([NH:31][CH2:32][CH2:33][N:34]3[CH2:35][CH2:36][O:37][CH2:38][CH2:39]3)[CH:24]=2)[N:5]=1)([CH3:3])[CH3:2]. (4) Given the reactants [CH:1]1[C:9]2[C:8]3[CH:10]=[CH:11][CH:12]=[CH:13][C:7]=3[S:6][C:5]=2[C:4]([C:14]2[CH:15]=[C:16]([OH:20])[CH:17]=[CH:18][CH:19]=2)=[CH:3][CH:2]=1.C(N(CC)CC)C.[C:28](Cl)(=[O:31])[CH:29]=[CH2:30].O, predict the reaction product. The product is: [C:28]([O:20][C:16]1[CH:17]=[CH:18][CH:19]=[C:14]([C:4]2[C:5]3[S:6][C:7]4[CH:13]=[CH:12][CH:11]=[CH:10][C:8]=4[C:9]=3[CH:1]=[CH:2][CH:3]=2)[CH:15]=1)(=[O:31])[CH:29]=[CH2:30]. (5) Given the reactants CN(C(ON1N=NC2C=CC=CC1=2)=[N+](C)C)C.F[P-](F)(F)(F)(F)F.CCN(C(C)C)C(C)C.[OH:34]/[N:35]=[C:36](/[NH2:38])\[CH3:37].[CH3:39][O:40][C:41]1[C:42]([CH3:69])=[C:43]([C:50]([C:52]2[CH:53]=[C:54]3[C:59](=[CH:60][CH:61]=2)[NH:58][C:57](=[O:62])[N:56]([CH2:63][C:64](OC)=O)[C:55]3=[O:68])=[O:51])[N:44]2[C:49]=1[CH:48]=[CH:47][CH:46]=[CH:45]2, predict the reaction product. The product is: [CH3:39][O:40][C:41]1[C:42]([CH3:69])=[C:43]([C:50]([C:52]2[CH:53]=[C:54]3[C:59](=[CH:60][CH:61]=2)[NH:58][C:57](=[O:62])[N:56]([CH2:63][C:64]2[O:34][N:35]=[C:36]([CH3:37])[N:38]=2)[C:55]3=[O:68])=[O:51])[N:44]2[C:49]=1[CH:48]=[CH:47][CH:46]=[CH:45]2. (6) Given the reactants C[O:2][C:3](=[O:23])[C:4]1[C:5](=[CH:10][C:11]([NH:14][CH2:15][C:16]2[CH:21]=[CH:20][CH:19]=[C:18]([Cl:22])[CH:17]=2)=[CH:12][CH:13]=1)[C:6]([O:8]C)=[O:7].[OH-].[Na+], predict the reaction product. The product is: [Cl:22][C:18]1[CH:17]=[C:16]([CH:21]=[CH:20][CH:19]=1)[CH2:15][NH:14][C:11]1[CH:10]=[C:5]([C:6]([OH:8])=[O:7])[C:4](=[CH:13][CH:12]=1)[C:3]([OH:23])=[O:2]. (7) The product is: [C:28]([O:31][CH2:32][C:33]1[CH:34]=[CH:35][C:36]([CH2:40][C:41]2[CH:42]=[CH:43][C:44]([O:47][CH:48]3[CH2:2][CH2:1]3)=[CH:45][CH:46]=2)=[C:37]([OH:39])[CH:38]=1)(=[O:30])[CH3:29]. Given the reactants [C:1](OC=C)(=O)[CH3:2].CCCC[Sn](Cl)(O[Sn](Cl)(CCCC)CCCC)CCCC.[C:28]([O:31][CH2:32][C:33]1[CH:34]=[CH:35][C:36]([CH2:40][C:41]2[CH:46]=[CH:45][C:44]([O:47][CH3:48])=[CH:43][CH:42]=2)=[C:37]([OH:39])[CH:38]=1)(=[O:30])[CH3:29], predict the reaction product. (8) Given the reactants [Cl:1][C:2]1[C:3]([CH2:8][NH:9][C:10]([C@@H:12]2[CH2:17][N:16]([C:18]([O:20][CH2:21][C:22]3[CH:27]=[CH:26][CH:25]=[CH:24][CH:23]=3)=[O:19])[C@@H:15]([CH2:28][O:29][CH3:30])[CH2:14][CH2:13]2)=O)=[N:4][CH:5]=[CH:6][N:7]=1.O=P(Cl)(Cl)Cl.C([O-])(O)=O.[Na+], predict the reaction product. The product is: [CH2:21]([O:20][C:18]([N:16]1[CH2:17][C@H:12]([C:10]2[N:4]3[CH:5]=[CH:6][N:7]=[C:2]([Cl:1])[C:3]3=[CH:8][N:9]=2)[CH2:13][CH2:14][C@H:15]1[CH2:28][O:29][CH3:30])=[O:19])[C:22]1[CH:27]=[CH:26][CH:25]=[CH:24][CH:23]=1. (9) Given the reactants C([N:3]([CH2:6][CH3:7])[CH2:4][CH3:5])C.Cl[CH2:9]Cl.O1[CH2:15][CH2:14][CH2:13]C1, predict the reaction product. The product is: [CH:14]([N:3]([CH:4]([CH3:5])[CH3:9])[CH2:6][CH3:7])([CH3:15])[CH3:13]. (10) Given the reactants [C:1]([N:4]1[C:12]2[C:7](=[CH:8][C:9]([C:13](=[O:15])[CH3:14])=[CH:10][CH:11]=2)[CH2:6][C:5]1=[O:16])(=[O:3])[CH3:2].[C:17](O)(=[O:24])[C:18]1[CH:23]=[CH:22][N:21]=[CH:20][CH:19]=1, predict the reaction product. The product is: [C:1]([N:4]1[C:12]2[C:7](=[CH:8][C:9]([C:13](=[O:15])[CH3:14])=[CH:10][CH:11]=2)[C:6](=[C:17]([C:18]2[CH:23]=[CH:22][N:21]=[CH:20][CH:19]=2)[OH:24])[C:5]1=[O:16])(=[O:3])[CH3:2].